From a dataset of Reaction yield outcomes from USPTO patents with 853,638 reactions. Predict the reaction yield, written as a fraction of the theoretical maximum amount of product (1.0 means a 100% yield; for example, 0.34 means a 34% yield). (1) The reactants are [Cl:1][C:2]1[CH:11]=[CH:10][C:5]([C:6]([O:8][CH3:9])=[O:7])=[C:4]([NH:12][CH2:13][CH2:14][CH2:15]O)[C:3]=1[NH:17][C:18](=S)[NH:19][C:20]1[C:25]([Br:26])=[CH:24][C:23]([O:27][CH3:28])=[CH:22][C:21]=1[Br:29].Cl.C(N=C=NCCCN(C)C)C.C(N(CC)CC)C.CS(Cl)(=O)=O.C(=O)([O-])[O-].[K+].[K+]. The catalyst is O1CCCC1.C(OCC)(=O)C.CN(C)C=O. The product is [Cl:1][C:2]1[CH:11]=[CH:10][C:5]([C:6]([O:8][CH3:9])=[O:7])=[C:4]2[C:3]=1[N:17]=[C:18]1[N:19]([C:20]3[C:21]([Br:29])=[CH:22][C:23]([O:27][CH3:28])=[CH:24][C:25]=3[Br:26])[CH2:15][CH2:14][CH2:13][N:12]21. The yield is 0.910. (2) The reactants are Br[C:2]1[CH:3]=[CH:4][C:5]([C:8]#[N:9])=[N:6][CH:7]=1.[F:10][C:11]1[CH:12]=[C:13]([N:26]2[CH2:30][C@H:29]([CH2:31][N:32]3[CH:36]=[CH:35][N:34]=[N:33]3)[O:28][C:27]2=[O:37])[CH:14]=[CH:15][C:16]=1B1OC(C)(C)C(C)(C)O1.C(=O)([O-])[O-].[Na+].[Na+]. No catalyst specified. The product is [F:10][C:11]1[CH:12]=[C:13]([N:26]2[CH2:30][C@H:29]([CH2:31][N:32]3[CH:36]=[CH:35][N:34]=[N:33]3)[O:28][C:27]2=[O:37])[CH:14]=[CH:15][C:16]=1[C:2]1[CH:3]=[CH:4][C:5]([C:8]#[N:9])=[N:6][CH:7]=1. The yield is 0.450.